The task is: Predict the reactants needed to synthesize the given product.. This data is from Full USPTO retrosynthesis dataset with 1.9M reactions from patents (1976-2016). (1) Given the product [O-:12][N+:4]1[C:5]2[CH:11]=[CH:10][CH:9]=[CH:8][C:6]=2[N:7]=[C:2]([NH:13][CH2:14][CH2:15][CH2:16][NH:17][C:18](=[O:24])[O:19][C:20]([CH3:22])([CH3:21])[CH3:23])[N:3]=1, predict the reactants needed to synthesize it. The reactants are: Cl[C:2]1[N:3]=[N+:4]([O-:12])[C:5]2[CH:11]=[CH:10][CH:9]=[CH:8][C:6]=2[N:7]=1.[NH2:13][CH2:14][CH2:15][CH2:16][NH:17][C:18](=[O:24])[O:19][C:20]([CH3:23])([CH3:22])[CH3:21].CCN(CC)CC. (2) Given the product [CH:8]([NH:11][C:12]([N:19]1[C:15]([CH3:14])=[CH:16][C:17]([O:20][C:21]2[CH:26]=[CH:25][CH:24]=[C:23]([C:27]([F:28])([F:29])[F:30])[CH:22]=2)=[N:18]1)=[O:13])([CH3:10])[CH3:9], predict the reactants needed to synthesize it. The reactants are: C(N(CC)CC)C.[CH:8]([N:11]=[C:12]=[O:13])([CH3:10])[CH3:9].[CH3:14][C:15]1[NH:19][N:18]=[C:17]([O:20][C:21]2[CH:26]=[CH:25][CH:24]=[C:23]([C:27]([F:30])([F:29])[F:28])[CH:22]=2)[CH:16]=1.Cl.